Task: Predict the product of the given reaction.. Dataset: Forward reaction prediction with 1.9M reactions from USPTO patents (1976-2016) (1) Given the reactants [NH:1]1[C:9]2[C:4](=[CH:5][CH:6]=[CH:7][CH:8]=2)[C:3]([CH2:10][CH:11]2[C:20]3[N:16]([C:17]([C:21]4[CH:26]=[CH:25][CH:24]=[CH:23][CH:22]=4)=[N:18][N:19]=3)[C:15]3[CH:27]=[CH:28][CH:29]=[CH:30][C:14]=3[N:13]([CH2:31][C:32](O)=[O:33])[C:12]2=[O:35])=[CH:2]1.[CH2:36]([O:38][C:39]1[N:44]=[CH:43][C:42]([NH:45][CH:46]([CH3:48])[CH3:47])=[CH:41][CH:40]=1)[CH3:37].P(Cl)(Cl)Cl, predict the reaction product. The product is: [CH2:36]([O:38][C:39]1[N:44]=[CH:43][C:42]([N:45]([CH:46]([CH3:47])[CH3:48])[C:32](=[O:33])[CH2:31][N:13]2[C:12](=[O:35])[CH:11]([CH2:10][C:3]3[C:4]4[C:9](=[CH:8][CH:7]=[CH:6][CH:5]=4)[NH:1][CH:2]=3)[C:20]3[N:16]([C:17]([C:21]4[CH:26]=[CH:25][CH:24]=[CH:23][CH:22]=4)=[N:18][N:19]=3)[C:15]3[CH:27]=[CH:28][CH:29]=[CH:30][C:14]2=3)=[CH:41][CH:40]=1)[CH3:37]. (2) Given the reactants [Br:1][C:2]1[CH:3]=[C:4]([OH:8])[CH:5]=[CH:6][CH:7]=1.[CH3:9][C:10]1([CH3:19])[O:15][CH2:14][C:13]([CH3:18])([CH2:16]O)[CH2:12][O:11]1.C1(P(C2C=CC=CC=2)C2C=CC=CC=2)C=CC=CC=1.N(C(OC(C)C)=O)=NC(OC(C)C)=O, predict the reaction product. The product is: [CH3:9][C:10]1([CH3:19])[O:15][CH2:14][C:13]([CH3:18])([CH2:16][O:8][C:4]2[CH:5]=[CH:6][CH:7]=[C:2]([Br:1])[CH:3]=2)[CH2:12][O:11]1. (3) Given the reactants [C:1]([C:3]1[C:8]([N+]([O-])=O)=[CH:7][CH:6]=[CH:5][C:4]=1[CH3:12])#[N:2].[SH:13][CH2:14][C:15]([O:17][CH2:18][CH3:19])=[O:16].C(=O)([O-])[O-].[K+].[K+], predict the reaction product. The product is: [NH2:2][C:1]1[C:3]2[C:4]([CH3:12])=[CH:5][CH:6]=[CH:7][C:8]=2[S:13][C:14]=1[C:15]([O:17][CH2:18][CH3:19])=[O:16]. (4) Given the reactants Br[C:2]1[C:11]2[C:6](=[CH:7][CH:8]=[CH:9][CH:10]=2)[C:5]([O:12][CH2:13][CH2:14][CH2:15][N:16]2[CH2:21][CH2:20][CH2:19][CH2:18][CH2:17]2)=[CH:4][CH:3]=1.[C:22]([O:26][C:27]([N:29]1[CH2:34][CH2:33][NH:32][CH2:31][CH2:30]1)=[O:28])([CH3:25])([CH3:24])[CH3:23].CC(C)([O-])C.[Na+], predict the reaction product. The product is: [C:22]([O:26][C:27]([N:29]1[CH2:34][CH2:33][N:32]([C:2]2[C:11]3[C:6](=[CH:7][CH:8]=[CH:9][CH:10]=3)[C:5]([O:12][CH2:13][CH2:14][CH2:15][N:16]3[CH2:21][CH2:20][CH2:19][CH2:18][CH2:17]3)=[CH:4][CH:3]=2)[CH2:31][CH2:30]1)=[O:28])([CH3:25])([CH3:23])[CH3:24]. (5) Given the reactants N1C=CN=C1.[Si:6](Cl)([C:9]([CH3:12])([CH3:11])[CH3:10])([CH3:8])[CH3:7].[OH:14][C@@H:15]1[CH2:19][NH:18][C:17](=[O:20])[CH2:16]1, predict the reaction product. The product is: [C:9]([Si:6]([CH3:8])([CH3:7])[O:14][C@@H:15]1[CH2:19][NH:18][C:17](=[O:20])[CH2:16]1)([CH3:12])([CH3:11])[CH3:10]. (6) Given the reactants Br[C:2]1[N:7]=[C:6]2[N:8]([CH2:13][CH2:14][O:15][CH3:16])[C:9](=[O:12])[CH2:10][NH:11][C:5]2=[N:4][CH:3]=1.Br[C:18]1[C:19]([NH:25][CH2:26][C:27](OCC)=O)=NC=C(Br)N=1.[CH3:32]OCCN.[CH:37](N(C(C)C)CC)([CH3:39])[CH3:38].C(OCC)(=O)C.[OH2:52], predict the reaction product. The product is: [OH:52][C:37]([C:19]1[N:25]=[CH:26][C:27]([C:2]2[N:7]=[C:6]3[N:8]([CH2:13][CH2:14][O:15][CH3:16])[C:9](=[O:12])[CH2:10][NH:11][C:5]3=[N:4][CH:3]=2)=[CH:32][CH:18]=1)([CH3:39])[CH3:38]. (7) Given the reactants [Cl:1][C:2]1[C:3]([NH:22][C@@H:23]2[C@@H:28]3[CH2:29][C@@H:25]([CH:26]=[CH:27]3)[C@@H:24]2[C:30]([NH2:32])=[O:31])=[C:4]2[N:10]=[C:9]([C:11]3[CH:12]=[N:13][N:14]([CH:16]4[CH2:21][CH2:20][NH:19][CH2:18][CH2:17]4)[CH:15]=3)[NH:8][C:5]2=[N:6][CH:7]=1.[C:33](OC(=O)C)(=[O:35])[CH3:34], predict the reaction product. The product is: [C:33]([N:19]1[CH2:20][CH2:21][CH:16]([N:14]2[CH:15]=[C:11]([C:9]3[NH:8][C:5]4=[N:6][CH:7]=[C:2]([Cl:1])[C:3]([NH:22][C@@H:23]5[C@@H:28]6[CH2:29][C@@H:25]([CH:26]=[CH:27]6)[C@@H:24]5[C:30]([NH2:32])=[O:31])=[C:4]4[N:10]=3)[CH:12]=[N:13]2)[CH2:17][CH2:18]1)(=[O:35])[CH3:34].